Dataset: Reaction yield outcomes from USPTO patents with 853,638 reactions. Task: Predict the reaction yield, written as a fraction of the theoretical maximum amount of product (1.0 means a 100% yield; for example, 0.34 means a 34% yield). (1) The reactants are [NH:1]1[CH2:4][CH:3]([CH2:5][C:6]2[N:7]([CH3:31])[C:8]3[C:13]([N:14]=2)=[C:12]([N:15]2[CH2:20][CH2:19][O:18][CH2:17][CH2:16]2)[N:11]=[C:10]([N:21]2[C:25]4[CH:26]=[CH:27][CH:28]=[CH:29][C:24]=4[N:23]=[C:22]2[CH3:30])[N:9]=3)[CH2:2]1.Cl[C:33]([C:35]([O:38][C:39](=[O:41])[CH3:40])([CH3:37])[CH3:36])=[O:34].CCN(CC)CC. The catalyst is C1COCC1. The product is [CH3:36][C:35]([O:38][C:39](=[O:41])[CH3:40])([CH3:37])[C:33]([N:1]1[CH2:2][CH:3]([CH2:5][C:6]2[N:7]([CH3:31])[C:8]3[C:13]([N:14]=2)=[C:12]([N:15]2[CH2:20][CH2:19][O:18][CH2:17][CH2:16]2)[N:11]=[C:10]([N:21]2[C:25]4[CH:26]=[CH:27][CH:28]=[CH:29][C:24]=4[N:23]=[C:22]2[CH3:30])[N:9]=3)[CH2:4]1)=[O:34]. The yield is 0.730. (2) The reactants are [Cl:1][C:2]1[CH:7]=[C:6]([C:8]([F:11])([F:10])[F:9])[CH:5]=[C:4]([Cl:12])[C:3]=1[NH:13][NH2:14].[Cl:15][C:16]1([Cl:23])[CH2:18][C:17]1([C:20](O)=[O:21])[CH3:19].Cl.CN(C)CCCN=C=NCC. The catalyst is C(Cl)Cl.O. The yield is 0.820. The product is [Cl:1][C:2]1[CH:7]=[C:6]([C:8]([F:9])([F:11])[F:10])[CH:5]=[C:4]([Cl:12])[C:3]=1[NH:13][NH:14][C:20]([C:17]1([CH3:19])[CH2:18][C:16]1([Cl:23])[Cl:15])=[O:21]. (3) The reactants are [NH2:1][C:2]1[C:7](Br)=[CH:6][CH:5]=[CH:4][N:3]=1.[CH3:9][Si:10]([C:13]#[CH:14])([CH3:12])[CH3:11].C(N(CC)C(C)C)(C)C.O. The catalyst is CN1CCCC1=O.C1C=CC([P]([Pd]([P](C2C=CC=CC=2)(C2C=CC=CC=2)C2C=CC=CC=2)([P](C2C=CC=CC=2)(C2C=CC=CC=2)C2C=CC=CC=2)[P](C2C=CC=CC=2)(C2C=CC=CC=2)C2C=CC=CC=2)(C2C=CC=CC=2)C2C=CC=CC=2)=CC=1.[Cu]I. The product is [CH3:9][Si:10]([C:13]#[C:14][C:7]1[C:2]([NH2:1])=[N:3][CH:4]=[CH:5][CH:6]=1)([CH3:12])[CH3:11]. The yield is 0.940. (4) The reactants are [O:1]1[CH2:5][CH2:4][C@H:3]([CH2:6][CH2:7][OH:8])[CH2:2]1.C(N(CC)CC)C.[CH3:16][S:17](Cl)(=[O:19])=[O:18]. The yield is 1.00. The catalyst is C1COCC1.C(OCC)(=O)C. The product is [CH3:16][S:17]([O:8][CH2:7][CH2:6][C@H:3]1[CH2:4][CH2:5][O:1][CH2:2]1)(=[O:19])=[O:18]. (5) The reactants are [F:1][C:2]1[CH:3]=[C:4]([CH:21]=[CH:22][CH:23]=1)[CH2:5][N:6]1[C:14]2[C:9](=[CH:10][CH:11]=[CH:12][CH:13]=2)[C:8]2([CH2:19][CH2:18][CH2:17][CH2:16][CH2:15]2)[C:7]1=[O:20].C([Li])CCC.[C:29]([SiH:33]([CH3:35])[CH3:34])([CH3:32])([CH3:31])[CH3:30].C1C[O:39][CH2:38][CH2:37]1. No catalyst specified. The product is [Si:33]([O:39][CH2:38][CH2:37][CH:5]([N:6]1[C:14]2[C:9](=[CH:10][CH:11]=[CH:12][CH:13]=2)[C:8]2([CH2:19][CH2:18][CH2:17][CH2:16][CH2:15]2)[C:7]1=[O:20])[C:4]1[CH:21]=[CH:22][CH:23]=[C:2]([F:1])[CH:3]=1)([C:29]([CH3:32])([CH3:31])[CH3:30])([CH3:35])[CH3:34]. The yield is 0.920.